The task is: Predict which catalyst facilitates the given reaction.. This data is from Catalyst prediction with 721,799 reactions and 888 catalyst types from USPTO. (1) Reactant: [Cl:1][C:2]1[CH:14]=[CH:13][CH:12]=[C:11](I)[C:3]=1[O:4][CH:5]1[CH2:10][CH2:9][CH2:8][CH2:7][O:6]1.CC1(C)C(C)(C)OB([C:24]2[CH:41]=[CH:40][C:27]([O:28][CH2:29][C:30]3[CH:39]=[CH:38][C:37]4[C:32](=[CH:33][CH:34]=[CH:35][CH:36]=4)[N:31]=3)=[CH:26][CH:25]=2)O1.C([O-])([O-])=O.[Na+].[Na+]. Product: [Cl:1][C:2]1[C:3]([O:4][CH:5]2[CH2:10][CH2:9][CH2:8][CH2:7][O:6]2)=[C:11]([C:24]2[CH:25]=[CH:26][C:27]([O:28][CH2:29][C:30]3[CH:39]=[CH:38][C:37]4[C:32](=[CH:33][CH:34]=[CH:35][CH:36]=4)[N:31]=3)=[CH:40][CH:41]=2)[CH:12]=[CH:13][CH:14]=1. The catalyst class is: 12. (2) Reactant: [C:1]([O:5][C:6]([N:8]1[CH2:13][CH2:12][O:11][CH2:10][CH:9]1[C:14]([OH:16])=O)=[O:7])([CH3:4])([CH3:3])[CH3:2].[N:17]1C=CC=CC=1.C(OC(OC(C)(C)C)=O)(OC(C)(C)C)=O. Product: [NH2:17][C:14]([CH:9]1[CH2:10][O:11][CH2:12][CH2:13][N:8]1[C:6]([O:5][C:1]([CH3:4])([CH3:3])[CH3:2])=[O:7])=[O:16]. The catalyst class is: 12. (3) Reactant: Cl[CH2:2][CH2:3][CH2:4][C:5]([O:7][CH2:8][CH3:9])=[O:6].[NH:10]1[CH2:15][CH2:14][CH2:13][CH2:12][CH2:11]1.C(N(CC)CC)C.CCOCC. Product: [N:10]1([CH2:2][CH2:3][CH2:4][C:5]([O:7][CH2:8][CH3:9])=[O:6])[CH2:15][CH2:14][CH2:13][CH2:12][CH2:11]1. The catalyst class is: 634. (4) Reactant: [C:12]([O:11][C:9](O[C:9]([O:11][C:12]([CH3:15])([CH3:14])[CH3:13])=[O:10])=[O:10])([CH3:15])([CH3:14])[CH3:13].[OH-].[Na+].O.Cl.[NH:20]1[CH2:25][CH2:24][C:23](=[O:26])[CH2:22][CH2:21]1. Product: [C:12]([O:11][C:9]([N:20]1[CH2:25][CH2:24][C:23](=[O:26])[CH2:22][CH2:21]1)=[O:10])([CH3:13])([CH3:14])[CH3:15]. The catalyst class is: 12. (5) Reactant: [NH2:1][CH2:2][C:3]1[CH:4]=[CH:5][C:6]([Cl:25])=[C:7]([C:9]2[NH:13][C:12](=[O:14])[N:11]([C:15]3[CH:20]=[CH:19][C:18]([C:21]([F:24])([F:23])[F:22])=[CH:17][CH:16]=3)[N:10]=2)[CH:8]=1.[CH3:26][C:27]([S:30](Cl)=[O:31])([CH3:29])[CH3:28]. Product: [Cl:25][C:6]1[CH:5]=[CH:4][C:3]([CH2:2][NH:1][S:30]([C:27]([CH3:29])([CH3:28])[CH3:26])=[O:31])=[CH:8][C:7]=1[C:9]1[NH:13][C:12](=[O:14])[N:11]([C:15]2[CH:16]=[CH:17][C:18]([C:21]([F:24])([F:23])[F:22])=[CH:19][CH:20]=2)[N:10]=1. The catalyst class is: 2.